This data is from NCI-60 drug combinations with 297,098 pairs across 59 cell lines. The task is: Regression. Given two drug SMILES strings and cell line genomic features, predict the synergy score measuring deviation from expected non-interaction effect. (1) Drug 1: CC(C1=C(C=CC(=C1Cl)F)Cl)OC2=C(N=CC(=C2)C3=CN(N=C3)C4CCNCC4)N. Synergy scores: CSS=-1.39, Synergy_ZIP=1.09, Synergy_Bliss=-0.0255, Synergy_Loewe=-4.07, Synergy_HSA=-3.74. Drug 2: C1C(C(OC1N2C=NC(=NC2=O)N)CO)O. Cell line: UACC-257. (2) Drug 1: C1=CC=C(C(=C1)C(C2=CC=C(C=C2)Cl)C(Cl)Cl)Cl. Drug 2: CC1CCC2CC(C(=CC=CC=CC(CC(C(=O)C(C(C(=CC(C(=O)CC(OC(=O)C3CCCCN3C(=O)C(=O)C1(O2)O)C(C)CC4CCC(C(C4)OC)O)C)C)O)OC)C)C)C)OC. Cell line: HT29. Synergy scores: CSS=24.8, Synergy_ZIP=-1.96, Synergy_Bliss=3.55, Synergy_Loewe=-83.2, Synergy_HSA=4.06. (3) Drug 1: CC1OCC2C(O1)C(C(C(O2)OC3C4COC(=O)C4C(C5=CC6=C(C=C35)OCO6)C7=CC(=C(C(=C7)OC)O)OC)O)O. Drug 2: C1=NC2=C(N=C(N=C2N1C3C(C(C(O3)CO)O)F)Cl)N. Cell line: CAKI-1. Synergy scores: CSS=50.4, Synergy_ZIP=-7.93, Synergy_Bliss=-9.22, Synergy_Loewe=-6.89, Synergy_HSA=-3.47. (4) Drug 1: CN(CC1=CN=C2C(=N1)C(=NC(=N2)N)N)C3=CC=C(C=C3)C(=O)NC(CCC(=O)O)C(=O)O. Drug 2: CC(C)CN1C=NC2=C1C3=CC=CC=C3N=C2N. Cell line: NCI/ADR-RES. Synergy scores: CSS=-2.32, Synergy_ZIP=-0.663, Synergy_Bliss=1.81, Synergy_Loewe=-0.397, Synergy_HSA=-0.445. (5) Drug 1: CC1=C2C(C(=O)C3(C(CC4C(C3C(C(C2(C)C)(CC1OC(=O)C(C(C5=CC=CC=C5)NC(=O)OC(C)(C)C)O)O)OC(=O)C6=CC=CC=C6)(CO4)OC(=O)C)O)C)O. Drug 2: CN(CCCl)CCCl.Cl. Cell line: HCT-15. Synergy scores: CSS=33.5, Synergy_ZIP=-0.508, Synergy_Bliss=-0.851, Synergy_Loewe=-6.66, Synergy_HSA=-6.41. (6) Drug 1: CC1C(C(CC(O1)OC2CC(CC3=C2C(=C4C(=C3O)C(=O)C5=C(C4=O)C(=CC=C5)OC)O)(C(=O)C)O)N)O.Cl. Drug 2: C1=NC2=C(N1)C(=S)N=CN2. Cell line: NCI-H522. Synergy scores: CSS=28.7, Synergy_ZIP=-6.94, Synergy_Bliss=-11.7, Synergy_Loewe=-17.1, Synergy_HSA=-10.1. (7) Drug 1: CN1CCC(CC1)COC2=C(C=C3C(=C2)N=CN=C3NC4=C(C=C(C=C4)Br)F)OC. Drug 2: C1CC(=O)NC(=O)C1N2C(=O)C3=CC=CC=C3C2=O. Cell line: MALME-3M. Synergy scores: CSS=2.75, Synergy_ZIP=-1.05, Synergy_Bliss=2.57, Synergy_Loewe=1.79, Synergy_HSA=1.79. (8) Drug 1: CCCCCOC(=O)NC1=NC(=O)N(C=C1F)C2C(C(C(O2)C)O)O. Drug 2: CCN(CC)CCNC(=O)C1=C(NC(=C1C)C=C2C3=C(C=CC(=C3)F)NC2=O)C. Cell line: PC-3. Synergy scores: CSS=-0.165, Synergy_ZIP=-0.248, Synergy_Bliss=0.581, Synergy_Loewe=-6.47, Synergy_HSA=-3.39.